From a dataset of Peptide-MHC class II binding affinity with 134,281 pairs from IEDB. Regression. Given a peptide amino acid sequence and an MHC pseudo amino acid sequence, predict their binding affinity value. This is MHC class II binding data. (1) The peptide sequence is RPLWIIFSGNMNIKL. The MHC is DRB1_0101 with pseudo-sequence DRB1_0101. The binding affinity (normalized) is 0.553. (2) The peptide sequence is VDIKPKDSDEFIPMK. The MHC is HLA-DQA10501-DQB10301 with pseudo-sequence HLA-DQA10501-DQB10301. The binding affinity (normalized) is 0.229. (3) The peptide sequence is YATFFIKANSKFIGITE. The MHC is DRB1_1101 with pseudo-sequence DRB1_1101. The binding affinity (normalized) is 0.592. (4) The peptide sequence is CGMFTNRSGSQQ. The MHC is HLA-DPA10301-DPB10402 with pseudo-sequence HLA-DPA10301-DPB10402. The binding affinity (normalized) is 0. (5) The peptide sequence is IYRILQRGLLGRSQV. The MHC is DRB1_1501 with pseudo-sequence DRB1_1501. The binding affinity (normalized) is 0.775. (6) The peptide sequence is TKFKYLAGDYLSLAD. The MHC is HLA-DQA10101-DQB10501 with pseudo-sequence HLA-DQA10101-DQB10501. The binding affinity (normalized) is 0.242. (7) The peptide sequence is RNPRGSYQIAVVGLK. The MHC is HLA-DQA10102-DQB10602 with pseudo-sequence HLA-DQA10102-DQB10602. The binding affinity (normalized) is 0.352. (8) The peptide sequence is KEAISPPDAASAAPL. The MHC is DRB5_0101 with pseudo-sequence DRB5_0101. The binding affinity (normalized) is 0.470. (9) The peptide sequence is AIPKVPPGPNITATY. The MHC is DRB1_1101 with pseudo-sequence DRB1_1101. The binding affinity (normalized) is 0.0355.